This data is from Full USPTO retrosynthesis dataset with 1.9M reactions from patents (1976-2016). The task is: Predict the reactants needed to synthesize the given product. Given the product [C:16]([C:8]1([C:5]2[CH:6]=[CH:7][C:2]([NH:1][C:42]([C:31]3[N:32]([CH2:34][O:35][CH2:36][CH2:37][Si:38]([CH3:41])([CH3:40])[CH3:39])[CH:33]=[C:29]([C:27]#[N:28])[N:30]=3)=[O:43])=[C:3]([C:18]3[CH2:23][CH2:22][C:21]([CH3:25])([CH3:24])[CH2:20][CH:19]=3)[CH:4]=2)[CH2:13][CH2:12][S:11](=[O:15])(=[O:14])[CH2:10][CH2:9]1)#[N:17], predict the reactants needed to synthesize it. The reactants are: [NH2:1][C:2]1[CH:7]=[CH:6][C:5]([C:8]2([C:16]#[N:17])[CH2:13][CH2:12][S:11](=[O:15])(=[O:14])[CH2:10][CH2:9]2)=[CH:4][C:3]=1[C:18]1[CH2:23][CH2:22][C:21]([CH3:25])([CH3:24])[CH2:20][CH:19]=1.[K+].[C:27]([C:29]1[N:30]=[C:31]([C:42]([O-])=[O:43])[N:32]([CH2:34][O:35][CH2:36][CH2:37][Si:38]([CH3:41])([CH3:40])[CH3:39])[CH:33]=1)#[N:28].C1CN([P+](Br)(N2CCCC2)N2CCCC2)CC1.F[P-](F)(F)(F)(F)F.CCN(C(C)C)C(C)C.